From a dataset of Catalyst prediction with 721,799 reactions and 888 catalyst types from USPTO. Predict which catalyst facilitates the given reaction. (1) Reactant: [NH2:1][C:2]1[CH:16]=[CH:15][C:5]([CH2:6][P:7](=[O:14])([O:11][CH2:12][CH3:13])[O:8][CH2:9][CH3:10])=[CH:4][CH:3]=1.Cl.N([O-])=O.[Na+].[N-:22]=[N+:23]=[N-].[Na+]. Product: [N:1]([C:2]1[CH:3]=[CH:4][C:5]([CH2:6][P:7](=[O:14])([O:8][CH2:9][CH3:10])[O:11][CH2:12][CH3:13])=[CH:15][CH:16]=1)=[N+:22]=[N-:23]. The catalyst class is: 47. (2) Reactant: [C:1]([O:5][C:6]([NH:8][C:9]12[CH2:16][C:13]([C:17](OC)=[O:18])([CH2:14][CH2:15]1)[CH2:12][CH2:11][CH2:10]2)=[O:7])([CH3:4])([CH3:3])[CH3:2].[Li+].[BH4-]. Product: [OH:18][CH2:17][C:13]12[CH2:16][C:9]([NH:8][C:6](=[O:7])[O:5][C:1]([CH3:3])([CH3:2])[CH3:4])([CH2:15][CH2:14]1)[CH2:10][CH2:11][CH2:12]2. The catalyst class is: 1. (3) Reactant: [CH3:1][O:2][C:3](=[O:14])[C:4]1[CH:9]=[C:8]([NH2:10])[CH:7]=[C:6]([C:11](=[O:13])[CH3:12])[CH:5]=1.[CH:15]([S:18](Cl)(=[O:20])=[O:19])([CH3:17])[CH3:16].C(OCC)(=O)C. Product: [CH3:1][O:2][C:3](=[O:14])[C:4]1[CH:9]=[C:8]([NH:10][S:18]([CH:15]([CH3:17])[CH3:16])(=[O:20])=[O:19])[CH:7]=[C:6]([C:11](=[O:13])[CH3:12])[CH:5]=1. The catalyst class is: 17. (4) Reactant: [C:1](OC(=O)C)(=[O:3])[CH3:2].[Br:8][C:9]1[CH:10]=[CH:11][C:12]([C:15]2[NH:19][C:18]3[CH:20]=[C:21]([CH:35]4[CH2:39][CH2:38][CH2:37][NH:36]4)[C:22]([O:24][C:25]4[CH:30]=[CH:29][C:28]([S:31]([CH3:34])(=[O:33])=[O:32])=[CH:27][CH:26]=4)=[CH:23][C:17]=3[N:16]=2)=[N:13][CH:14]=1.C(=O)(O)[O-].[Na+]. Product: [Br:8][C:9]1[CH:10]=[CH:11][C:12]([C:15]2[NH:19][C:18]3[CH:20]=[C:21]([CH:35]4[CH2:39][CH2:38][CH2:37][N:36]4[CH2:2][CH:1]=[O:3])[C:22]([O:24][C:25]4[CH:30]=[CH:29][C:28]([S:31]([CH3:34])(=[O:32])=[O:33])=[CH:27][CH:26]=4)=[CH:23][C:17]=3[N:16]=2)=[N:13][CH:14]=1. The catalyst class is: 17. (5) Reactant: [Cl:1][C:2]1[N:7]=[C:6]([Cl:8])[CH:5]=[C:4]([CH2:9][CH3:10])[N:3]=1.[Li+].[CH3:12]C([N-]C(C)C)C.CI. Product: [Cl:1][C:2]1[N:7]=[C:6]([Cl:8])[CH:5]=[C:4]([CH:9]([CH3:12])[CH3:10])[N:3]=1. The catalyst class is: 1. (6) Reactant: [N:1]1[CH:6]=[CH:5][CH:4]=[CH:3][C:2]=1[N:7]1[CH2:12][CH2:11][N:10]([C:13]2[CH:18]=[CH:17][C:16]([C:19]3[S:23][C:22]([C:24]4[CH:32]=[CH:31][C:27]([C:28]([OH:30])=[O:29])=[CH:26][CH:25]=4)=[N:21][N:20]=3)=[CH:15][CH:14]=2)[CH2:9][CH2:8]1.F[P-](F)(F)(F)(F)F.[N:40]1(OC(N(C)C)=[N+](C)C)[C:44]2[CH:45]=[CH:46][CH:47]=[CH:48][C:43]=2[N:42]=[N:41]1.C(N(CC)C(C)C)(C)C.O. Product: [N:1]1[CH:6]=[CH:5][CH:4]=[CH:3][C:2]=1[N:7]1[CH2:12][CH2:11][N:10]([C:13]2[CH:14]=[CH:15][C:16]([C:19]3[S:23][C:22]([C:24]4[CH:32]=[CH:31][C:27]([C:28]([O:30][N:40]5[C:44]6[CH:45]=[CH:46][CH:47]=[CH:48][C:43]=6[N:42]=[N:41]5)=[O:29])=[CH:26][CH:25]=4)=[N:21][N:20]=3)=[CH:17][CH:18]=2)[CH2:9][CH2:8]1. The catalyst class is: 60.